This data is from Reaction yield outcomes from USPTO patents with 853,638 reactions. The task is: Predict the reaction yield, written as a fraction of the theoretical maximum amount of product (1.0 means a 100% yield; for example, 0.34 means a 34% yield). (1) The reactants are [F-].C([N+](CCCC)(CCCC)CCCC)CCC.[O:19]1[CH:23]=[CH:22][C:21]([C:24]2[CH:31]=[CH:30][C:27]([CH:28]=[O:29])=[CH:26][CH:25]=2)=[CH:20]1.[F:32][C:33]([Si](C)(C)C)([F:35])[F:34].Cl. The catalyst is C1COCC1. The product is [F:32][C:33]([F:35])([F:34])[CH:28]([C:27]1[CH:30]=[CH:31][C:24]([C:21]2[CH:22]=[CH:23][O:19][CH:20]=2)=[CH:25][CH:26]=1)[OH:29]. The yield is 0.830. (2) The reactants are [C:1]([Si:5]([O:8][CH:9]([CH2:14][CH2:15][C:16]1[CH:21]=[CH:20][C:19]([C:22]([CH2:41][CH3:42])([C:25]2[CH:30]=[CH:29][C:28](B3OC(C)(C)C(C)(C)O3)=[C:27]([CH3:40])[CH:26]=2)[CH2:23][CH3:24])=[CH:18][C:17]=1[CH3:43])[C:10]([CH3:13])([CH3:12])[CH3:11])([CH3:7])[CH3:6])([CH3:4])([CH3:3])[CH3:2].[CH2:44]([O:46][C:47](=[O:55])[CH2:48][C:49]1[N:50]=[C:51](Br)[S:52][CH:53]=1)[CH3:45].P([O-])([O-])([O-])=O.[K+].[K+].[K+]. The catalyst is C1C=CC([P]([Pd]([P](C2C=CC=CC=2)(C2C=CC=CC=2)C2C=CC=CC=2)([P](C2C=CC=CC=2)(C2C=CC=CC=2)C2C=CC=CC=2)[P](C2C=CC=CC=2)(C2C=CC=CC=2)C2C=CC=CC=2)(C2C=CC=CC=2)C2C=CC=CC=2)=CC=1.O. The product is [CH2:44]([O:46][C:47](=[O:55])[CH2:48][C:49]1[N:50]=[C:51]([C:28]2[CH:29]=[CH:30][C:25]([C:22]([C:19]3[CH:20]=[CH:21][C:16]([CH2:15][CH2:14][CH:9]([O:8][Si:5]([C:1]([CH3:4])([CH3:3])[CH3:2])([CH3:6])[CH3:7])[C:10]([CH3:13])([CH3:12])[CH3:11])=[C:17]([CH3:43])[CH:18]=3)([CH2:23][CH3:24])[CH2:41][CH3:42])=[CH:26][C:27]=2[CH3:40])[S:52][CH:53]=1)[CH3:45]. The yield is 0.600. (3) The reactants are [CH2:1]([C:3]1[CH:4]=[N:5][N:6]([CH3:17])[C:7]=1[C:8]1[CH:9]=[C:10]([C:13]([O:15][CH3:16])=[O:14])[S:11][CH:12]=1)[CH3:2].C1C(=O)N([Cl:25])C(=O)C1. The catalyst is CN(C)C=O. The product is [Cl:25][C:4]1[C:3]([CH2:1][CH3:2])=[C:7]([C:8]2[CH:9]=[C:10]([C:13]([O:15][CH3:16])=[O:14])[S:11][CH:12]=2)[N:6]([CH3:17])[N:5]=1. The yield is 0.560. (4) The yield is 0.710. The catalyst is C(#N)C. The product is [CH3:26][C:27]1[CH:28]=[C:29]([NH:34][C:35]([NH:6][CH2:7][C:8]2[CH:9]=[C:10]3[C:14](=[CH:15][CH:16]=2)[C:13](=[O:17])[N:12]([CH:18]2[CH2:23][CH2:22][C:21](=[O:24])[NH:20][C:19]2=[O:25])[CH2:11]3)=[O:36])[CH:30]=[CH:31][C:32]=1[CH3:33]. The reactants are CS(O)(=O)=O.[NH2:6][CH2:7][C:8]1[CH:9]=[C:10]2[C:14](=[CH:15][CH:16]=1)[C:13](=[O:17])[N:12]([CH:18]1[CH2:23][CH2:22][C:21](=[O:24])[NH:20][C:19]1=[O:25])[CH2:11]2.[CH3:26][C:27]1[CH:28]=[C:29]([N:34]=[C:35]=[O:36])[CH:30]=[CH:31][C:32]=1[CH3:33].C(N(CC)CC)C.Cl. (5) The yield is 0.370. The reactants are [F:1][C:2]([F:32])([F:31])[C:3]1[CH:26]=[C:25]([C:27]([F:30])([F:29])[F:28])[CH:24]=[CH:23][C:4]=1[CH2:5][O:6][C:7]1[CH:12]=[CH:11][C:10]([CH:13]=[C:14]2[S:18]C(=S)[NH:16][C:15]2=[O:20])=[CH:9][C:8]=1[O:21][CH3:22].IC.[CH3:35]N(C=O)C.[CH3:40][N:41]1[CH2:46][CH2:45][NH:44][CH2:43][CH2:42]1. The product is [F:1][C:2]([F:31])([F:32])[C:3]1[CH:26]=[C:25]([C:27]([F:28])([F:29])[F:30])[CH:24]=[CH:23][C:4]=1[CH2:5][O:6][C:7]1[CH:12]=[CH:11][C:10]([CH:13]=[C:14]2[S:18][C:40]([N:41]3[CH2:46][CH2:45][N:44]([CH3:35])[CH2:43][CH2:42]3)=[N:16][C:15]2=[O:20])=[CH:9][C:8]=1[O:21][CH3:22]. The catalyst is CCOC(C)=O.